This data is from Reaction yield outcomes from USPTO patents with 853,638 reactions. The task is: Predict the reaction yield, written as a fraction of the theoretical maximum amount of product (1.0 means a 100% yield; for example, 0.34 means a 34% yield). (1) The reactants are C(N(CC)CC)C.[Cl:8][C:9]1[C:14]([C:15]([F:18])([F:17])[F:16])=[CH:13][N:12]=[C:11]2[NH:19][CH:20]=[C:21]([NH2:22])[C:10]=12.[CH3:23][O:24][C@H:25]([CH3:29])[C:26](O)=[O:27].O=C1N(P(Cl)(N2CCOC2=O)=O)CCO1. The catalyst is ClCCl. The product is [Cl:8][C:9]1[C:14]([C:15]([F:18])([F:16])[F:17])=[CH:13][N:12]=[C:11]2[NH:19][CH:20]=[C:21]([NH:22][C:26](=[O:27])[C@H:25]([O:24][CH3:23])[CH3:29])[C:10]=12. The yield is 0.960. (2) No catalyst specified. The reactants are [F:1][C:2]1[CH:17]=[C:16]([CH:18]=O)[CH:15]=[CH:14][C:3]=1[O:4][C:5]1[CH:6]=[CH:7][C:8]([C:11]([NH2:13])=[O:12])=[N:9][CH:10]=1.[F:20][C:21]1[CH:29]=[CH:28][C:24]([CH2:25][CH2:26][NH2:27])=[CH:23][CH:22]=1. The yield is 0.392. The product is [F:1][C:2]1[CH:17]=[C:16]([CH2:18][NH:27][CH2:26][CH2:25][C:24]2[CH:28]=[CH:29][C:21]([F:20])=[CH:22][CH:23]=2)[CH:15]=[CH:14][C:3]=1[O:4][C:5]1[CH:6]=[CH:7][C:8]([C:11]([NH2:13])=[O:12])=[N:9][CH:10]=1. (3) The reactants are Cl.[CH2:2]([C:4]1[S:24][C:7]2[N:8]=[C:9]([S:18][CH2:19][C:20]([O:22][CH3:23])=[O:21])[N:10]=[C:11]([N:12]3[CH2:17][CH2:16][NH:15][CH2:14][CH2:13]3)[C:6]=2[CH:5]=1)[CH3:3].C(N(C(C)C)CC)(C)C.[Cl-].[CH3:35][O:36][C:37](=[O:47])[C:38]1[CH:46]=[CH:45][C:41]([C:42](O)=[O:43])=[CH:40][CH:39]=1. The catalyst is CN(C=O)C. The product is [CH2:2]([C:4]1[S:24][C:7]2[N:8]=[C:9]([S:18][CH2:19][C:20]([O:22][CH3:23])=[O:21])[N:10]=[C:11]([N:12]3[CH2:17][CH2:16][N:15]([C:42]([C:41]4[CH:45]=[CH:46][C:38]([C:37]([O:36][CH3:35])=[O:47])=[CH:39][CH:40]=4)=[O:43])[CH2:14][CH2:13]3)[C:6]=2[CH:5]=1)[CH3:3]. The yield is 0.100. (4) The reactants are [CH:1]1[C:10]2[C:5](=[CH:6][CH:7]=[CH:8][CH:9]=2)[CH:4]=[C:3]([NH:11][C:12](=[O:43])[O:13][CH2:14][C@@H:15]([N:29]([CH3:42])[C:30]([NH:32][CH2:33][C:34]2[CH:39]=[CH:38][CH:37]=[C:36]([F:40])[C:35]=2[F:41])=[O:31])[CH2:16][CH2:17][CH2:18][CH2:19][O:20][P:21]([O:26]CC)([O:23]CC)=[O:22])[N:2]=1.[Si](I)(C)(C)C. The catalyst is C(#N)C. The product is [CH:1]1[C:10]2[C:5](=[CH:6][CH:7]=[CH:8][CH:9]=2)[CH:4]=[C:3]([NH:11][C:12](=[O:43])[O:13][CH2:14][C@@H:15]([N:29]([CH3:42])[C:30]([NH:32][CH2:33][C:34]2[CH:39]=[CH:38][CH:37]=[C:36]([F:40])[C:35]=2[F:41])=[O:31])[CH2:16][CH2:17][CH2:18][CH2:19][O:20][P:21]([OH:26])([OH:23])=[O:22])[N:2]=1. The yield is 0.570. (5) The reactants are Br[C:2]1[CH:33]=[CH:32][C:5]([CH2:6][CH:7]2[C:16]3[C:11](=[CH:12][C:13]([O:17][CH2:18][C:19]4[CH:24]=[CH:23][CH:22]=[CH:21][CH:20]=4)=[CH:14][CH:15]=3)[CH2:10][CH2:9][N:8]2[C:25]2[CH:30]=[CH:29][C:28]([F:31])=[CH:27][CH:26]=2)=[CH:4][CH:3]=1.C1C=CC(P(C2C(C3C(P(C4C=CC=CC=4)C4C=CC=CC=4)=CC=C4C=3C=CC=C4)=C3C(C=CC=C3)=CC=2)C2C=CC=CC=2)=CC=1.CC(C)([O-])C.[Na+].[C:86]([N:89]1[CH2:94][CH2:93][NH:92][CH2:91][CH2:90]1)(=[O:88])[CH3:87]. The catalyst is C1(C)C=CC=CC=1.[Pd].C(=CC(C=CC1C=CC=CC=1)=O)C1C=CC=CC=1.O.C(OCC)(=O)C. The product is [C:86]([N:89]1[CH2:94][CH2:93][N:92]([C:2]2[CH:33]=[CH:32][C:5]([CH2:6][CH:7]3[C:16]4[C:11](=[CH:12][C:13]([O:17][CH2:18][C:19]5[CH:24]=[CH:23][CH:22]=[CH:21][CH:20]=5)=[CH:14][CH:15]=4)[CH2:10][CH2:9][N:8]3[C:25]3[CH:30]=[CH:29][C:28]([F:31])=[CH:27][CH:26]=3)=[CH:4][CH:3]=2)[CH2:91][CH2:90]1)(=[O:88])[CH3:87]. The yield is 0.410. (6) The reactants are C[O:2][C:3](=[O:44])[CH:4]([NH:25][C:26](=[O:43])[C:27]1[CH:32]=[C:31]([Cl:33])[CH:30]=[CH:29][C:28]=1[NH:34][C:35]1[CH:40]=[CH:39][C:38]([S:41][CH3:42])=[CH:37][CH:36]=1)[CH2:5][C:6]1[CH:11]=[CH:10][C:9]([C:12]2[CH:17]=[CH:16][CH:15]=[CH:14][C:13]=2[O:18][C:19]2[CH:24]=[CH:23][CH:22]=[CH:21][CH:20]=2)=[CH:8][CH:7]=1.[Li+].[OH-]. No catalyst specified. The product is [Cl:33][C:31]1[CH:30]=[CH:29][C:28]([NH:34][C:35]2[CH:40]=[CH:39][C:38]([S:41][CH3:42])=[CH:37][CH:36]=2)=[C:27]([CH:32]=1)[C:26]([NH:25][CH:4]([CH2:5][C:6]1[CH:7]=[CH:8][C:9]([C:12]2[CH:17]=[CH:16][CH:15]=[CH:14][C:13]=2[O:18][C:19]2[CH:24]=[CH:23][CH:22]=[CH:21][CH:20]=2)=[CH:10][CH:11]=1)[C:3]([OH:44])=[O:2])=[O:43]. The yield is 0.920. (7) The reactants are [CH3:1][O:2][C:3]([N:5]1[CH2:10][CH2:9][CH:8]([C:11]2[C:12]3[CH:23]=[CH:22][C:21]([C:24]([F:27])([F:26])[F:25])=[CH:20][C:13]=3[S:14][C:15]=2[C:16]([O:18]C)=[O:17])[CH2:7][CH2:6]1)=[O:4].[OH-].[Na+]. The catalyst is C1COCC1.O. The product is [CH3:1][O:2][C:3]([N:5]1[CH2:6][CH2:7][CH:8]([C:11]2[C:12]3[CH:23]=[CH:22][C:21]([C:24]([F:27])([F:25])[F:26])=[CH:20][C:13]=3[S:14][C:15]=2[C:16]([OH:18])=[O:17])[CH2:9][CH2:10]1)=[O:4]. The yield is 0.920. (8) The reactants are BrC1C=C[C:5](NCC(OC)=O)=[N:6]C=1.[CH3:14][N:15]1[C:23]2[C:18](=[C:19]([O:24][CH3:25])[CH:20]=[CH:21][CH:22]=2)[C:17]([CH:26]=O)=[CH:16]1.CN1C2C(=CC=CC=2)C(C)=C1C=O. No catalyst specified. The product is [CH3:25][O:24][C:19]1[CH:20]=[CH:21][CH:22]=[C:23]2[C:18]=1[C:17]([CH2:26][NH:6][CH3:5])=[CH:16][N:15]2[CH3:14]. The yield is 0.950. (9) The product is [OH:1][CH2:2][CH:3]([C:7]1[S:8][CH:9]=[CH:10][CH:11]=1)[C:4]([O:6][CH2:20][C:19]1[CH:22]=[CH:23][C:16]([O:15][CH3:14])=[CH:17][CH:18]=1)=[O:5]. The yield is 0.360. The catalyst is CN(C)C=O. The reactants are [OH:1][CH2:2][CH:3]([C:7]1[S:8][CH:9]=[CH:10][CH:11]=1)[C:4]([OH:6])=[O:5].[OH-].[K+].[CH3:14][O:15][C:16]1[CH:23]=[CH:22][C:19]([CH2:20]Cl)=[CH:18][CH:17]=1.O. (10) The reactants are Br[C:2]1[CH:7]=[CH:6][C:5]([Br:8])=[CH:4][N:3]=1.[C:9]([O:13][C:14]([N:16]1[CH2:21][CH2:20][CH:19]([NH2:22])[CH2:18][CH2:17]1)=[O:15])([CH3:12])([CH3:11])[CH3:10].C(N(C(C)C)CC)(C)C. The catalyst is CN1CCCC1=O. The product is [C:9]([O:13][C:14]([N:16]1[CH2:21][CH2:20][CH:19]([NH:22][C:2]2[CH:7]=[CH:6][C:5]([Br:8])=[CH:4][N:3]=2)[CH2:18][CH2:17]1)=[O:15])([CH3:12])([CH3:10])[CH3:11]. The yield is 0.100.